This data is from Forward reaction prediction with 1.9M reactions from USPTO patents (1976-2016). The task is: Predict the product of the given reaction. (1) Given the reactants [NH2:1][CH2:2][C:3]1[CH:25]=[CH:24][C:6]([C:7]([NH:9][C:10]2[CH:15]=[CH:14][C:13]([CH2:16][N:17]([CH2:21][CH2:22][CH3:23])[CH2:18][CH2:19][CH3:20])=[CH:12][CH:11]=2)=[O:8])=[CH:5][CH:4]=1.[CH:26](OC)(OC)OC.[NH:33]1[CH:37]=[CH:36][N:35]=[C:34]1[CH:38]=O.[BH4-].[Na+], predict the reaction product. The product is: [CH2:18]([N:17]([CH2:16][C:13]1[CH:14]=[CH:15][C:10]([NH:9][C:7](=[O:8])[C:6]2[CH:5]=[CH:4][C:3]([CH2:2][NH:1][CH2:38][C:34]3[N:35]([CH3:26])[CH:36]=[CH:37][N:33]=3)=[CH:25][CH:24]=2)=[CH:11][CH:12]=1)[CH2:21][CH2:22][CH3:23])[CH2:19][CH3:20]. (2) Given the reactants [H-].[Na+].[F:3][C:4]1([F:19])[CH2:9][CH2:8][CH:7]([C:10](=[O:18])[CH2:11]P(=O)(OC)OC)[CH2:6][CH2:5]1.[C:20]1([C:26]([C:46]2[CH:51]=[CH:50][CH:49]=[CH:48][CH:47]=2)([C:40]2[CH:45]=[CH:44][CH:43]=[CH:42][CH:41]=2)[N:27]2[CH:31]=[C:30]([C:32]3[C:33]([CH:38]=O)=[N:34][CH:35]=[CH:36][CH:37]=3)[N:29]=[CH:28]2)[CH:25]=[CH:24][CH:23]=[CH:22][CH:21]=1, predict the reaction product. The product is: [F:3][C:4]1([F:19])[CH2:9][CH2:8][CH:7]([C:10](=[O:18])[CH:11]=[CH:38][C:33]2[C:32]([C:30]3[N:29]=[CH:28][N:27]([C:26]([C:46]4[CH:51]=[CH:50][CH:49]=[CH:48][CH:47]=4)([C:40]4[CH:41]=[CH:42][CH:43]=[CH:44][CH:45]=4)[C:20]4[CH:25]=[CH:24][CH:23]=[CH:22][CH:21]=4)[CH:31]=3)=[CH:37][CH:36]=[CH:35][N:34]=2)[CH2:6][CH2:5]1. (3) Given the reactants [CH:1]12[O:9][CH:5]([CH2:6][NH:7][CH2:8]1)[CH2:4][N:3]([C:10](=[O:12])[CH3:11])[CH2:2]2.Br[C:14]1[CH:19]=[CH:18][C:17]([O:20][CH3:21])=[C:16]([N+:22]([O-:24])=[O:23])[CH:15]=1.C(=O)([O-])[O-].[Cs+].[Cs+], predict the reaction product. The product is: [CH3:21][O:20][C:17]1[CH:18]=[CH:19][C:14]([N:7]2[CH2:8][CH:1]3[O:9][CH:5]([CH2:4][N:3]([C:10](=[O:12])[CH3:11])[CH2:2]3)[CH2:6]2)=[CH:15][C:16]=1[N+:22]([O-:24])=[O:23]. (4) Given the reactants [CH:1]([N:4]1[CH:8]=[C:7]([C:9]([O:11]CC)=[O:10])[N:6]=[C:5]1[CH3:14])([CH3:3])[CH3:2].[OH-].[Na+].Cl, predict the reaction product. The product is: [CH:1]([N:4]1[CH:8]=[C:7]([C:9]([OH:11])=[O:10])[N:6]=[C:5]1[CH3:14])([CH3:3])[CH3:2]. (5) Given the reactants C(C1C=CC(N)=CC=1)(C)(C)C.N[C:13]1[CH:14]=[C:15]([CH:27]=[CH:28][C:29]=1OC)[C:16]([NH:18]C1C=CC(F)=C(F)C=1)=[O:17], predict the reaction product. The product is: [C:16]([NH2:18])(=[O:17])[C:15]1[CH:27]=[CH:28][CH:29]=[CH:13][CH:14]=1. (6) Given the reactants [N+:1]([C:4]1[CH:9]=[CH:8][C:7]([O:10][C:11]2[C:19]3[CH2:18][O:17][CH2:16][C:15]=3[CH:14]=[CH:13][CH:12]=2)=[CH:6][CH:5]=1)([O-])=O.O.NN, predict the reaction product. The product is: [CH2:16]1[C:15]2[CH:14]=[CH:13][CH:12]=[C:11]([O:10][C:7]3[CH:8]=[CH:9][C:4]([NH2:1])=[CH:5][CH:6]=3)[C:19]=2[CH2:18][O:17]1.